From a dataset of Reaction yield outcomes from USPTO patents with 853,638 reactions. Predict the reaction yield, written as a fraction of the theoretical maximum amount of product (1.0 means a 100% yield; for example, 0.34 means a 34% yield). (1) The reactants are [CH3:1][O:2][CH2:3][CH2:4][NH:5][CH2:6][CH2:7][OH:8].Cl[CH2:10][CH2:11][CH2:12][O:13][C:14]1[CH:23]=[C:22]2[C:17]([C:18]([NH:24][C:25]3[CH:29]=[C:28]([CH2:30][C:31]([NH:33][C:34]4[CH:39]=[CH:38][CH:37]=[C:36]([F:40])[CH:35]=4)=[O:32])[NH:27][N:26]=3)=[N:19][CH:20]=[N:21]2)=[CH:16][CH:15]=1.[I-].[K+]. The catalyst is CN1CCCC1=O. The product is [F:40][C:36]1[CH:35]=[C:34]([NH:33][C:31](=[O:32])[CH2:30][C:28]2[NH:27][N:26]=[C:25]([NH:24][C:18]3[C:17]4[C:22](=[CH:23][C:14]([O:13][CH2:12][CH2:11][CH2:10][N:5]([CH2:6][CH2:7][OH:8])[CH2:4][CH2:3][O:2][CH3:1])=[CH:15][CH:16]=4)[N:21]=[CH:20][N:19]=3)[CH:29]=2)[CH:39]=[CH:38][CH:37]=1. The yield is 0.530. (2) The reactants are C1C=CC(P(C2C=CC=CC=2)C2C=CC=CC=2)=CC=1.[C:20]([Br:24])(Br)(Br)Br.OC[CH2:27][N:28]([C:33]1[CH:34]=[C:35]([CH:40]=[CH:41][C:42]=1[C:43]([F:46])([F:45])[F:44])[C:36]([O:38][CH3:39])=[O:37])[S:29]([CH3:32])(=[O:31])=[O:30]. The catalyst is C(Cl)Cl. The product is [Br:24][CH2:20][CH2:27][N:28]([C:33]1[CH:34]=[C:35]([CH:40]=[CH:41][C:42]=1[C:43]([F:45])([F:46])[F:44])[C:36]([O:38][CH3:39])=[O:37])[S:29]([CH3:32])(=[O:30])=[O:31]. The yield is 1.00. (3) The reactants are [S:1]1[CH:5]=[CH:4][C:3]2[C:6](=O)[CH2:7][CH2:8][C:2]1=2.[N:10]([C:13]1[CH:18]=[CH:17][C:16]([S:19]([N:22]2[CH2:27][CH2:26][CH2:25][CH2:24][CH2:23]2)(=[O:21])=[O:20])=[CH:15][CH:14]=1)=[C:11]=S.C[Si](C)(C)[Si](C)(C)C.[Li].O.[NH2:38][NH2:39]. The catalyst is C1COCC1.O.C(O)(=O)C. The product is [S:1]1[CH:5]=[CH:4][C:3]2[C:6]3[NH:38][N:39]=[C:11]([NH:10][C:13]4[CH:18]=[CH:17][C:16]([S:19]([N:22]5[CH2:27][CH2:26][CH2:25][CH2:24][CH2:23]5)(=[O:21])=[O:20])=[CH:15][CH:14]=4)[C:7]=3[CH2:8][C:2]1=2. The yield is 0.290. (4) The reactants are CN(C)C=O.[N+:6]([C:9]1[N:10]=[C:11](SC2C=CC([N+]([O-])=O)=CC=2)[N:12]([CH2:14][C@:15]([OH:40])([CH3:39])[CH2:16][N:17]2[CH2:22][CH2:21][N:20]([C:23]([O:25][CH2:26][CH:27]=[CH:28][C:29]3[CH:34]=[CH:33][C:32]([C:35]([F:38])([F:37])[F:36])=[CH:31][CH:30]=3)=[O:24])[CH2:19][CH2:18]2)[CH:13]=1)([O-:8])=[O:7].CC(C)([O-])C.[Na+].O. The catalyst is ClCCl.C(OCC)(=O)C.CO.C(OCC)(=O)C. The product is [CH3:39][C@@:15]1([CH2:16][N:17]2[CH2:18][CH2:19][N:20]([C:23]([O:25][CH2:26][CH:27]=[CH:28][C:29]3[CH:34]=[CH:33][C:32]([C:35]([F:36])([F:38])[F:37])=[CH:31][CH:30]=3)=[O:24])[CH2:21][CH2:22]2)[O:40][C:11]2=[N:10][C:9]([N+:6]([O-:8])=[O:7])=[CH:13][N:12]2[CH2:14]1. The yield is 0.540. (5) The reactants are [CH3:1][C:2]([S:5]([NH:7][C:8]([C:24]1[CH:29]=[CH:28][C:27]([O:30][CH2:31][CH2:32][CH2:33][C:34]([F:37])([F:36])[F:35])=[CH:26][CH:25]=1)([C:13]([F:23])([F:22])[C:14](=[O:21])[N:15]1[CH2:20][CH2:19][CH2:18][CH2:17][CH2:16]1)[C:9]([F:12])([F:11])[F:10])=[O:6])([CH3:4])[CH3:3].[H-].[Na+].[CH:40]1[CH:45]=[CH:44][C:43]([CH2:46]Br)=[CH:42][CH:41]=1. The catalyst is CN(C=O)C.CCOC(C)=O. The product is [CH2:46]([N:7]([C:8]([C:24]1[CH:29]=[CH:28][C:27]([O:30][CH2:31][CH2:32][CH2:33][C:34]([F:37])([F:35])[F:36])=[CH:26][CH:25]=1)([C:13]([F:22])([F:23])[C:14](=[O:21])[N:15]1[CH2:20][CH2:19][CH2:18][CH2:17][CH2:16]1)[C:9]([F:10])([F:11])[F:12])[S:5]([C:2]([CH3:1])([CH3:3])[CH3:4])=[O:6])[C:43]1[CH:44]=[CH:45][CH:40]=[CH:41][CH:42]=1. The yield is 0.440. (6) The reactants are [CH:1]12[CH2:11][CH2:10][CH:7]([CH:8]=[CH:9]1)[CH:6]1[CH:2]2[C:3](=[O:13])[O:4][C:5]1=[O:12]. The catalyst is C(OCC)(=O)C.[Pd]. The product is [CH:7]12[CH2:8][CH2:9][CH:1]([CH2:11][CH2:10]1)[CH:2]1[CH:6]2[C:5](=[O:12])[O:4][C:3]1=[O:13]. The yield is 0.720.